Dataset: NCI-60 drug combinations with 297,098 pairs across 59 cell lines. Task: Regression. Given two drug SMILES strings and cell line genomic features, predict the synergy score measuring deviation from expected non-interaction effect. (1) Drug 1: C(=O)(N)NO. Drug 2: CCC1(CC2CC(C3=C(CCN(C2)C1)C4=CC=CC=C4N3)(C5=C(C=C6C(=C5)C78CCN9C7C(C=CC9)(C(C(C8N6C)(C(=O)OC)O)OC(=O)C)CC)OC)C(=O)OC)O.OS(=O)(=O)O. Cell line: TK-10. Synergy scores: CSS=-2.15, Synergy_ZIP=2.11, Synergy_Bliss=3.41, Synergy_Loewe=-1.45, Synergy_HSA=-0.109. (2) Drug 1: C1=CC(=CC=C1CCC2=CNC3=C2C(=O)NC(=N3)N)C(=O)NC(CCC(=O)O)C(=O)O. Drug 2: C1=C(C(=O)NC(=O)N1)N(CCCl)CCCl. Cell line: IGROV1. Synergy scores: CSS=39.1, Synergy_ZIP=-1.52, Synergy_Bliss=0.545, Synergy_Loewe=3.98, Synergy_HSA=5.95. (3) Drug 1: CN1CCC(CC1)COC2=C(C=C3C(=C2)N=CN=C3NC4=C(C=C(C=C4)Br)F)OC. Drug 2: CN1C(=O)N2C=NC(=C2N=N1)C(=O)N. Cell line: TK-10. Synergy scores: CSS=16.6, Synergy_ZIP=-7.35, Synergy_Bliss=-4.19, Synergy_Loewe=-35.2, Synergy_HSA=-7.07. (4) Drug 1: C1CCC(C(C1)N)N.C(=O)(C(=O)[O-])[O-].[Pt+4]. Drug 2: CC1CCCC2(C(O2)CC(NC(=O)CC(C(C(=O)C(C1O)C)(C)C)O)C(=CC3=CSC(=N3)C)C)C. Cell line: COLO 205. Synergy scores: CSS=62.2, Synergy_ZIP=-1.58, Synergy_Bliss=-4.75, Synergy_Loewe=-1.58, Synergy_HSA=-0.538. (5) Drug 1: C1CC(=O)NC(=O)C1N2CC3=C(C2=O)C=CC=C3N. Drug 2: CCC(=C(C1=CC=CC=C1)C2=CC=C(C=C2)OCCN(C)C)C3=CC=CC=C3.C(C(=O)O)C(CC(=O)O)(C(=O)O)O. Cell line: OVCAR-8. Synergy scores: CSS=1.62, Synergy_ZIP=-0.825, Synergy_Bliss=0.0133, Synergy_Loewe=-0.110, Synergy_HSA=-0.988. (6) Drug 2: C1=CC(=CC=C1CCCC(=O)O)N(CCCl)CCCl. Synergy scores: CSS=11.2, Synergy_ZIP=-4.39, Synergy_Bliss=-0.722, Synergy_Loewe=-2.16, Synergy_HSA=0.0605. Drug 1: CS(=O)(=O)C1=CC(=C(C=C1)C(=O)NC2=CC(=C(C=C2)Cl)C3=CC=CC=N3)Cl. Cell line: NCI-H226. (7) Drug 1: CC=C1C(=O)NC(C(=O)OC2CC(=O)NC(C(=O)NC(CSSCCC=C2)C(=O)N1)C(C)C)C(C)C. Drug 2: CC(C)NC(=O)C1=CC=C(C=C1)CNNC.Cl. Cell line: NCI-H460. Synergy scores: CSS=59.5, Synergy_ZIP=2.44, Synergy_Bliss=0.251, Synergy_Loewe=-70.7, Synergy_HSA=-2.30. (8) Drug 1: CS(=O)(=O)C1=CC(=C(C=C1)C(=O)NC2=CC(=C(C=C2)Cl)C3=CC=CC=N3)Cl. Drug 2: CC(C)CN1C=NC2=C1C3=CC=CC=C3N=C2N. Synergy scores: CSS=-7.34, Synergy_ZIP=1.05, Synergy_Bliss=-1.54, Synergy_Loewe=-6.17, Synergy_HSA=-7.49. Cell line: HL-60(TB). (9) Drug 1: C1=NC2=C(N1)C(=S)N=C(N2)N. Drug 2: C1=NC2=C(N=C(N=C2N1C3C(C(C(O3)CO)O)O)F)N. Cell line: NCI-H522. Synergy scores: CSS=21.0, Synergy_ZIP=-6.16, Synergy_Bliss=-7.68, Synergy_Loewe=-13.6, Synergy_HSA=-6.40.